Dataset: Forward reaction prediction with 1.9M reactions from USPTO patents (1976-2016). Task: Predict the product of the given reaction. Given the reactants [OH:1][CH2:2][CH2:3][CH2:4][O:5][C:6]1[CH:11]=[CH:10][C:9]([CH2:12][C@H:13]([O:17][CH3:18])[C:14]([OH:16])=[O:15])=[CH:8][CH:7]=1.O[C:20]1[CH:21]=[C:22]2[C:27](=[CH:28][CH:29]=1)[O:26][C:25]([C:30]1[CH:35]=[CH:34][CH:33]=[CH:32][CH:31]=1)=[CH:24][C:23]2=[O:36], predict the reaction product. The product is: [CH3:18][O:17][C@@H:13]([CH2:12][C:9]1[CH:10]=[CH:11][C:6]([O:5][CH2:4][CH2:3][CH2:2][O:1][C:20]2[CH:21]=[C:22]3[C:27](=[CH:28][CH:29]=2)[O:26][CH:25]([C:30]2[CH:31]=[CH:32][CH:33]=[CH:34][CH:35]=2)[CH2:24][C:23]3=[O:36])=[CH:7][CH:8]=1)[C:14]([OH:16])=[O:15].